Task: Predict the reaction yield, written as a fraction of the theoretical maximum amount of product (1.0 means a 100% yield; for example, 0.34 means a 34% yield).. Dataset: Reaction yield outcomes from USPTO patents with 853,638 reactions (1) The reactants are [Cl:1][C:2]1[CH:10]=[C:9]([N:11]2[CH2:16][CH2:15]O[CH2:13][S:12]2(=[O:18])=[O:17])[CH:8]=[CH:7][C:3]=1[C:4]([OH:6])=O.[NH2:19][C:20]1[CH:21]=[CH:22][C:23]([Cl:35])=[C:24]([NH:26][C:27](=[O:34])[C:28]2[CH:33]=[CH:32][CH:31]=[N:30][CH:29]=2)[CH:25]=1.CN(C(ON1N=NC2C=CC=NC1=2)=[N+](C)C)C.F[P-](F)(F)(F)(F)F.CCN(C(C)C)C(C)C. The catalyst is CN(C=O)C.CCOC(C)=O. The product is [Cl:35][C:23]1[CH:22]=[CH:21][C:20]([NH:19][C:4](=[O:6])[C:3]2[CH:7]=[CH:8][C:9]([N:11]3[CH2:16][CH2:15][CH2:13][S:12]3(=[O:18])=[O:17])=[CH:10][C:2]=2[Cl:1])=[CH:25][C:24]=1[NH:26][C:27](=[O:34])[C:28]1[CH:33]=[CH:32][CH:31]=[N:30][CH:29]=1. The yield is 0.510. (2) The reactants are ClC1C=CC([O:6][C:7]2[C:16]3[C:11](=[CH:12][C:13]([O:19][CH2:20][CH:21]4[CH2:26][CH2:25][CH2:24][N:23]([CH3:27])[CH2:22]4)=[C:14]([O:17][CH3:18])[CH:15]=3)[N:10]=[CH:9][N:8]=2)=C(F)C=1. The catalyst is Cl. The product is [CH3:18][O:17][C:14]1[CH:15]=[C:16]2[C:11](=[CH:12][C:13]=1[O:19][CH2:20][CH:21]1[CH2:26][CH2:25][CH2:24][N:23]([CH3:27])[CH2:22]1)[N:10]=[CH:9][NH:8][C:7]2=[O:6]. The yield is 0.660. (3) The reactants are Cl.C([N:9]1[CH2:14][CH2:13][C:12](=[O:15])[CH:11]([C:16]([O:18][CH2:19][CH3:20])=[O:17])[CH2:10]1)C1C=CC=CC=1.C(N(CC)CC)C.Cl[C:29]([O:31][CH2:32][C:33]1[CH:38]=[CH:37][CH:36]=[CH:35][CH:34]=1)=[O:30]. The catalyst is CO.[OH-].[Pd+2].[OH-]. The product is [CH2:19]([O:18][C:16]([CH:11]1[C:12](=[O:15])[CH2:13][CH2:14][N:9]([C:29]([O:31][CH2:32][C:33]2[CH:38]=[CH:37][CH:36]=[CH:35][CH:34]=2)=[O:30])[CH2:10]1)=[O:17])[CH3:20]. The yield is 0.780. (4) The reactants are [Cl:1][C:2]1[C:3]([CH3:7])=[N:4][NH:5][CH:6]=1.[CH2:8]=[O:9]. The catalyst is CO. The product is [OH:9][CH2:8][N:5]1[CH:6]=[C:2]([Cl:1])[C:3]([CH3:7])=[N:4]1. The yield is 0.950. (5) The reactants are [Cl:1][C:2]1[CH:3]=[C:4]([CH:7]=[CH:8][C:9]=1[CH2:10][NH:11][C:12]1[CH:17]=[CH:16][CH:15]=[CH:14][N:13]=1)[CH:5]=O.[C:18]([O-])([O-])=O.[K+].[K+]. The catalyst is O1CCOCC1.[Br-].C[P+](C1C=CC=CC=1)(C1C=CC=CC=1)C1C=CC=CC=1. The product is [Cl:1][C:2]1[CH:3]=[C:4]([CH:5]=[CH2:18])[CH:7]=[CH:8][C:9]=1[CH2:10][NH:11][C:12]1[CH:17]=[CH:16][CH:15]=[CH:14][N:13]=1. The yield is 0.500. (6) The reactants are [H-].[Na+].[F:3][C:4]1[CH:5]=[C:6]([OH:10])[CH:7]=[CH:8][CH:9]=1.Cl[C:12]1[CH:21]=[CH:20][C:19]2[C:14](=[C:15]([C:22]3[NH:30][C:29]4[CH2:28][CH2:27][NH:26][C:25](=[O:31])[C:24]=4[CH:23]=3)[CH:16]=[CH:17][CH:18]=2)[N:13]=1. No catalyst specified. The product is [F:3][C:4]1[CH:5]=[C:6]([CH:7]=[CH:8][CH:9]=1)[O:10][C:12]1[CH:21]=[CH:20][C:19]2[C:14](=[C:15]([C:22]3[NH:30][C:29]4[CH2:28][CH2:27][NH:26][C:25](=[O:31])[C:24]=4[CH:23]=3)[CH:16]=[CH:17][CH:18]=2)[N:13]=1. The yield is 0.110. (7) The reactants are [C:1]([O:5][C:6](=[O:27])[NH:7][C:8]([C:10]1[S:11][C:12]([S:25][CH3:26])=[C:13]([S:15]([C:18]2[CH:23]=[CH:22][CH:21]=[C:20](Br)[CH:19]=2)(=[O:17])=[O:16])[CH:14]=1)=[NH:9])([CH3:4])([CH3:3])[CH3:2].[CH:28]([O:31][C:32](=[O:49])[C:33]1[CH:38]=[CH:37][CH:36]=[C:35](B2OC(C)(C)C(C)(C)O2)[C:34]=1[CH3:48])([CH3:30])[CH3:29].C([O-])([O-])=O.[Na+].[Na+].C(O)C. The catalyst is C1C=CC([P]([Pd]([P](C2C=CC=CC=2)(C2C=CC=CC=2)C2C=CC=CC=2)([P](C2C=CC=CC=2)(C2C=CC=CC=2)C2C=CC=CC=2)[P](C2C=CC=CC=2)(C2C=CC=CC=2)C2C=CC=CC=2)(C2C=CC=CC=2)C2C=CC=CC=2)=CC=1.C1(C)C=CC=CC=1. The product is [CH:28]([O:31][C:32]([C:33]1[C:34]([CH3:48])=[C:35]([C:20]2[CH:21]=[CH:22][CH:23]=[C:18]([S:15]([C:13]3[CH:14]=[C:10]([C:8]([NH:7][C:6]([O:5][C:1]([CH3:4])([CH3:3])[CH3:2])=[O:27])=[NH:9])[S:11][C:12]=3[S:25][CH3:26])(=[O:17])=[O:16])[CH:19]=2)[CH:36]=[CH:37][CH:38]=1)=[O:49])([CH3:30])[CH3:29]. The yield is 0.490. (8) The reactants are I.[NH2:2][CH2:3][CH2:4][NH:5][C:6]1[C:7]([C:11]2[N:15]([C:16]3[CH:17]=[CH:18][C:19]([F:24])=[C:20]([CH:23]=3)[C:21]#[N:22])C(=O)[O:13][N:12]=2)=[N:8][O:9][N:10]=1.[S:26](N)([NH2:29])(=[O:28])=[O:27].[OH-].[Na+].O. The catalyst is N1C=CC=CC=1. The product is [NH2:29][S:26]([NH:2][CH2:3][CH2:4][NH:5][C:6]1[C:7]([C:11](=[N:12][OH:13])[NH:15][C:16]2[CH:17]=[CH:18][C:19]([F:24])=[C:20]([C:21]#[N:22])[CH:23]=2)=[N:8][O:9][N:10]=1)(=[O:28])=[O:27]. The yield is 0.290. (9) The reactants are [CH3:1][O:2][CH2:3][CH2:4][NH:5][CH3:6].O.Br[C:9]1[N:13]([C:14]2[C:22]3[C:18](=[N:19][O:20][N:21]=3)[CH:17]=[CH:16][CH:15]=2)[C:12]([C:23]2[CH:24]=[N:25][C:26]([C:29]3[CH:34]=[CH:33][CH:32]=[CH:31][CH:30]=3)=[CH:27][CH:28]=2)=[N:11][N:10]=1. The catalyst is C(Cl)(Cl)Cl. The product is [N:19]1[O:20][N:21]=[C:22]2[C:14]([N:13]3[C:12]([C:23]4[CH:24]=[N:25][C:26]([C:29]5[CH:34]=[CH:33][CH:32]=[CH:31][CH:30]=5)=[CH:27][CH:28]=4)=[N:11][N:10]=[C:9]3[N:5]([CH2:4][CH2:3][O:2][CH3:1])[CH3:6])=[CH:15][CH:16]=[CH:17][C:18]=12. The yield is 0.190. (10) The yield is 0.300. The reactants are [F:1][C:2]1[CH:7]=[CH:6][C:5]([C:8]([C:10]2[N:19]=[C:18]([NH:20][C:21]3[CH:25]=[C:24]([CH3:26])[NH:23][N:22]=3)[C:17]3[C:12](=[CH:13][CH:14]=[CH:15][CH:16]=3)[N:11]=2)=[O:9])=[CH:4][CH:3]=1.[BH4-].[Na+]. The product is [F:1][C:2]1[CH:7]=[CH:6][C:5]([CH:8]([C:10]2[N:19]=[C:18]([NH:20][C:21]3[CH:25]=[C:24]([CH3:26])[NH:23][N:22]=3)[C:17]3[C:12](=[CH:13][CH:14]=[CH:15][CH:16]=3)[N:11]=2)[OH:9])=[CH:4][CH:3]=1. The catalyst is CO.C1COCC1.